This data is from Catalyst prediction with 721,799 reactions and 888 catalyst types from USPTO. The task is: Predict which catalyst facilitates the given reaction. (1) Reactant: [N:1]([C@@H:4]1[C:14]2[C:9](=[N:10][CH:11]=[CH:12][CH:13]=2)[C:8](=O)[CH2:7][CH2:6][C@H:5]1[C:16]1[CH:21]=[CH:20][CH:19]=[C:18]([F:22])[C:17]=1[F:23])=[N+:2]=[N-:3].C([O-])(=O)C.[NH4+].C([BH3-])#[N:30].[Na+]. Product: [N:1]([C@@H:4]1[C:14]2[C:9](=[N:10][CH:11]=[CH:12][CH:13]=2)[C@H:8]([NH2:30])[CH2:7][CH2:6][C@H:5]1[C:16]1[CH:21]=[CH:20][CH:19]=[C:18]([F:22])[C:17]=1[F:23])=[N+:2]=[N-:3]. The catalyst class is: 5. (2) Reactant: [CH2:1]([NH:8][C:9]1[CH:14]=[C:13]([CH3:15])[NH:12][C:11](=O)[C:10]=1[N+:17]([O-:19])=[O:18])[C:2]1[CH:7]=[CH:6][CH:5]=[CH:4][CH:3]=1.P(Cl)(Cl)([Cl:22])=O.C([O-])(O)=O.[Na+]. Product: [CH2:1]([NH:8][C:9]1[CH:14]=[C:13]([CH3:15])[N:12]=[C:11]([Cl:22])[C:10]=1[N+:17]([O-:19])=[O:18])[C:2]1[CH:7]=[CH:6][CH:5]=[CH:4][CH:3]=1. The catalyst class is: 4. (3) Reactant: Cl[CH2:2][CH2:3][CH2:4][NH:5][C:6]([NH:8][C:9]1[CH:10]=[N:11][CH:12]=[CH:13][C:14]=1[CH3:15])=[O:7].[H-].[Na+].C(OC(=O)C)C. Product: [CH3:15][C:14]1[CH:13]=[CH:12][N:11]=[CH:10][C:9]=1[N:8]1[CH2:2][CH2:3][CH2:4][NH:5][C:6]1=[O:7]. The catalyst class is: 198. (4) Reactant: C([S:8][C:9]1[CH:18]=[C:17]2[C:12]([C:13]([C:20]3[CH:27]=[CH:26][C:23]([C:24]#[N:25])=[CH:22][C:21]=3[O:28][CH3:29])=[N:14][C:15]([CH3:19])=[N:16]2)=[CH:11][CH:10]=1)C1C=CC=CC=1.CC(O)=O.[OH2:34].[Cl:35]N1C(C)(C)C(=O)N(Cl)C1=O.[OH2:46]. Product: [C:24]([C:23]1[CH:26]=[CH:27][C:20]([C:13]2[C:12]3[C:17](=[CH:18][C:9]([S:8]([Cl:35])(=[O:46])=[O:34])=[CH:10][CH:11]=3)[N:16]=[C:15]([CH3:19])[N:14]=2)=[C:21]([O:28][CH3:29])[CH:22]=1)#[N:25]. The catalyst class is: 2. (5) Reactant: [CH:1]1[CH:2]=[CH:3][C:4]([C@@H:7]([N:15]2[CH2:20][CH2:19][N:18]([CH2:21][CH2:22][O:23][CH2:24][C:25]([OH:27])=[O:26])[CH2:17][CH2:16]2)[C:8]2[CH:9]=[CH:10][C:11]([Cl:14])=[CH:12][CH:13]=2)=[CH:5][CH:6]=1.[ClH:28]. Product: [CH:1]1[CH:2]=[CH:3][C:4]([C@@H:7]([N:15]2[CH2:20][CH2:19][N:18]([CH2:21][CH2:22][O:23][CH2:24][C:25]([OH:27])=[O:26])[CH2:17][CH2:16]2)[C:8]2[CH:9]=[CH:10][C:11]([Cl:14])=[CH:12][CH:13]=2)=[CH:5][CH:6]=1.[ClH:28].[ClH:14]. The catalyst class is: 93. (6) Reactant: Cl[C:2]1[C:7]([C:8]([O:10][CH2:11][CH3:12])=[O:9])=[CH:6][N:5]=[C:4]2[N:13]([CH2:16][C:17]3[CH:22]=[CH:21][C:20]([O:23][CH3:24])=[CH:19][CH:18]=3)[N:14]=[CH:15][C:3]=12.C(N(CC)CC)C. Product: [CH3:24][O:23][C:20]1[CH:19]=[CH:18][C:17]([CH2:16][N:13]2[C:4]3=[N:5][CH:6]=[C:7]([C:8]([O:10][CH2:11][CH3:12])=[O:9])[CH:2]=[C:3]3[CH:15]=[N:14]2)=[CH:22][CH:21]=1. The catalyst class is: 833. (7) Reactant: [OH:1][C:2]1[CH:7]=[C:6]([OH:8])[CH:5]=[CH:4][C:3]=1[CH:9]1[CH2:14][CH2:13][N:12](C(OC(C)(C)C)=O)[CH2:11][CH2:10]1.[ClH:22]. Product: [ClH:22].[OH:1][C:2]1[CH:7]=[C:6]([OH:8])[CH:5]=[CH:4][C:3]=1[CH:9]1[CH2:10][CH2:11][NH2+:12][CH2:13][CH2:14]1. The catalyst class is: 13. (8) Reactant: Br[C:2]1[CH:3]=[CH:4][C:5]([C:8]([N:10]2[CH2:15][C@@H:14]3[CH2:16][C@H:11]2[CH2:12][N:13]3[C:17]([C@@H:19]([NH:24][C:25]([C:27]2[NH:28][C:29]3[C:34]([CH:35]=2)=[CH:33][CH:32]=[CH:31][CH:30]=3)=[O:26])[C:20]([CH3:23])([CH3:22])[CH3:21])=[O:18])=[O:9])=[N:6][CH:7]=1.[CH3:36][N:37]([CH3:47])[C:38]1[CH:43]=[CH:42][C:41](B(O)O)=[CH:40][CH:39]=1.C(=O)([O-])[O-].[K+].[K+].O. Product: [CH3:36][N:37]([CH3:47])[C:38]1[CH:43]=[CH:42][C:41]([C:2]2[CH:3]=[CH:4][C:5]([C:8]([N:10]3[CH2:15][C@@H:14]4[CH2:16][C@H:11]3[CH2:12][N:13]4[C:17]([C@@H:19]([NH:24][C:25]([C:27]3[NH:28][C:29]4[C:34]([CH:35]=3)=[CH:33][CH:32]=[CH:31][CH:30]=4)=[O:26])[C:20]([CH3:21])([CH3:22])[CH3:23])=[O:18])=[O:9])=[N:6][CH:7]=2)=[CH:40][CH:39]=1. The catalyst class is: 335. (9) Reactant: [C:1]([CH2:3][CH2:4][O:5][C:6]([NH:8][CH2:9][CH2:10][CH2:11][CH2:12][CH2:13][O:14][C@@H:15]1[C@:19]([Si:21]([C:34]([CH3:37])([CH3:36])[CH3:35])([C:28]2[CH:33]=[CH:32][CH:31]=[CH:30][CH:29]=2)[C:22]2[CH:27]=[CH:26][CH:25]=[CH:24][CH:23]=2)([OH:20])[C@@H:18]([CH2:38][O:39][C:40]([C:57]2[CH:62]=[CH:61][CH:60]=[CH:59][CH:58]=2)([C:49]2[CH:54]=[CH:53][C:52]([O:55][CH3:56])=[CH:51][CH:50]=2)[C:41]2[CH:46]=[CH:45][C:44]([O:47][CH3:48])=[CH:43][CH:42]=2)[O:17][C@H:16]1[N:63]1[C:72]2[N:71]=[CH:70][N:69]=[C:67]([NH2:68])[C:66]=2[N:65]=[CH:64]1)=[O:7])#[N:2].[C:73](C1NN=NN=1)(=[O:80])[C:74]1[CH:79]=[CH:78][CH:77]=[CH:76][CH:75]=1.CC(C)=O.C(Cl)Cl. Product: [C:73]([NH:68][C:67]1[C:66]2[N:65]=[CH:64][N:63]([C:72]=2[N:71]=[CH:70][N:69]=1)[C@@H:16]1[O:17][C@H:18]([CH2:38][O:39][C:40]([C:57]2[CH:58]=[CH:59][CH:60]=[CH:61][CH:62]=2)([C:41]2[CH:46]=[CH:45][C:44]([O:47][CH3:48])=[CH:43][CH:42]=2)[C:49]2[CH:54]=[CH:53][C:52]([O:55][CH3:56])=[CH:51][CH:50]=2)[C@@:19]([Si:21]([C:34]([CH3:35])([CH3:36])[CH3:37])([C:22]2[CH:27]=[CH:26][CH:25]=[CH:24][CH:23]=2)[C:28]2[CH:29]=[CH:30][CH:31]=[CH:32][CH:33]=2)([OH:20])[C@H:15]1[O:14][CH2:13][CH2:12][CH2:11][CH2:10][CH2:9][NH:8][C:6]([O:5][CH2:4][CH2:3][C:1]#[N:2])=[O:7])(=[O:80])[C:74]1[CH:79]=[CH:78][CH:77]=[CH:76][CH:75]=1. The catalyst class is: 210.